Regression. Given two drug SMILES strings and cell line genomic features, predict the synergy score measuring deviation from expected non-interaction effect. From a dataset of Merck oncology drug combination screen with 23,052 pairs across 39 cell lines. Synergy scores: synergy=21.9. Drug 1: CS(=O)(=O)CCNCc1ccc(-c2ccc3ncnc(Nc4ccc(OCc5cccc(F)c5)c(Cl)c4)c3c2)o1. Drug 2: COC1=C2CC(C)CC(OC)C(O)C(C)C=C(C)C(OC(N)=O)C(OC)C=CC=C(C)C(=O)NC(=CC1=O)C2=O. Cell line: VCAP.